Dataset: hERG potassium channel inhibition data for cardiac toxicity prediction from Karim et al.. Task: Regression/Classification. Given a drug SMILES string, predict its toxicity properties. Task type varies by dataset: regression for continuous values (e.g., LD50, hERG inhibition percentage) or binary classification for toxic/non-toxic outcomes (e.g., AMES mutagenicity, cardiotoxicity, hepatotoxicity). Dataset: herg_karim. (1) The molecule is Cc1cc(-c2cc(OC(F)(F)F)ccc2Cl)cc(C)c1OCCCC(=O)O. The result is 0 (non-blocker). (2) The compound is CC(C)Cc1cc(CNS(=O)(=O)c2cccc3cccnc23)nn1-c1ccccc1. The result is 1 (blocker). (3) The drug is COc1ccc(Cl)cc1-c1ccnc(Nc2ccc(N3CCOCC3)c(OC)c2)c1. The result is 0 (non-blocker). (4) The compound is Cc1cc(C(C)(C)O)cc(Nc2cc(N[C@@H]3CCCC[C@@H]3N)cnc2C(N)=O)n1. The result is 1 (blocker). (5) The compound is OC(c1ccccc1)(c1ccccc1)C1CCN(Cc2ccccc2)CC1. The result is 1 (blocker). (6) The drug is COc1cc(N2C(=O)N(Cc3c(F)cc(F)cc3F)c3ncccc3S2(=O)=O)cnc1OC. The result is 0 (non-blocker). (7) The compound is C[C@@H]1CCCN1CCCOc1ccc(-c2ccc(=O)[nH]n2)cc1. The result is 0 (non-blocker). (8) The molecule is O=C1O[C@]2(CC[C@H](c3nc4ccc(OC(F)(F)F)cc4[nH]3)CC2)CN1c1cccc(F)n1. The result is 1 (blocker). (9) The result is 1 (blocker). The molecule is Nc1ncnc2c1c(-c1cccc(OCC34CCC(CC3)O4)c1)cn2[C@H]1C[C@@H](CN2CCC2)C1.